This data is from Catalyst prediction with 721,799 reactions and 888 catalyst types from USPTO. The task is: Predict which catalyst facilitates the given reaction. Reactant: CN(OC)[C:3]([C:5]1[N:6]=[CH:7][N:8]2[C:13]3[CH:14]=[CH:15][CH:16]=[C:17]([CH2:18][CH2:19][N:20]4[CH2:25][CH2:24][CH:23]([C:26]5[CH:35]=[CH:34][CH:33]=[C:32]6[C:27]=5[CH:28]=[CH:29][C:30]([CH3:36])=[N:31]6)[CH2:22][CH2:21]4)[C:12]=3[O:11][CH2:10][C:9]=12)=[O:4].[CH3:39][Mg]Br.[ClH:42].C([O-])(O)=O.[Na+]. Product: [ClH:42].[ClH:42].[CH3:36][C:30]1[CH:29]=[CH:28][C:27]2[C:32](=[CH:33][CH:34]=[CH:35][C:26]=2[CH:23]2[CH2:22][CH2:21][N:20]([CH2:19][CH2:18][C:17]3[C:12]4[O:11][CH2:10][C:9]5=[C:5]([C:3](=[O:4])[CH3:39])[N:6]=[CH:7][N:8]5[C:13]=4[CH:14]=[CH:15][CH:16]=3)[CH2:25][CH2:24]2)[N:31]=1. The catalyst class is: 165.